Dataset: Catalyst prediction with 721,799 reactions and 888 catalyst types from USPTO. Task: Predict which catalyst facilitates the given reaction. (1) Reactant: [F:1][C:2]([F:8])([F:7])[CH2:3][CH2:4][CH2:5]N.C([N:11](CC)CC)C.[Cl:16][C:17]1[C:22]([C:23]2[C:28]([F:29])=[CH:27][CH:26]=[CH:25][C:24]=2[Cl:30])=[C:21](Cl)[N:20]2[N:32]=[CH:33][N:34]=[C:19]2[N:18]=1. Product: [Cl:16][C:17]1[C:22]([C:23]2[C:28]([F:29])=[CH:27][CH:26]=[CH:25][C:24]=2[Cl:30])=[C:21]([CH2:5][CH2:4][CH2:3][C:2]([F:8])([F:7])[F:1])[N:20]2[N:32]=[C:33]([NH2:11])[N:34]=[C:19]2[N:18]=1. The catalyst class is: 4. (2) Reactant: CC1N([C:7]2[CH:12]=[CH:11][C:10]([C:13]3[C:14](=[O:22])[NH:15][C:16]4([CH2:21][CH2:20][CH2:19][CH2:18]4)[N:17]=3)=[CH:9][CH:8]=2)C=NC=1.[H-].[Na+].Br[CH2:26][C:27]([NH:29][C:30]1[CH:35]=[CH:34][CH:33]=[C:32]([C:36]([F:39])([F:38])[F:37])[CH:31]=1)=[O:28]. Product: [CH3:10][C:13]1[N:17]=[CH:16][N:15]([C:7]2[CH:12]=[CH:11][C:10]([C:13]3[C:14](=[O:22])[N:15]([CH2:26][C:27]([NH:29][C:30]4[CH:35]=[CH:34][CH:33]=[C:32]([C:36]([F:39])([F:38])[F:37])[CH:31]=4)=[O:28])[C:16]4([CH2:18][CH2:19][CH2:20][CH2:21]4)[N:17]=3)=[CH:9][CH:8]=2)[CH:14]=1. The catalyst class is: 121. (3) The catalyst class is: 8. Product: [NH2:16][C:15]1[C:6]2[CH:5]=[C:4]([Br:3])[CH:14]=[CH:13][C:7]=2[O:8][C:9]=1[C:10]([NH2:12])=[O:11]. Reactant: [OH-].[K+].[Br:3][C:4]1[CH:14]=[CH:13][C:7]([O:8][CH2:9][C:10]([NH2:12])=[O:11])=[C:6]([C:15]#[N:16])[CH:5]=1.O. (4) Reactant: [Li]CCCC.[CH2:6]([N:13]([CH2:20][C:21]1[CH:26]=[CH:25][CH:24]=[CH:23][CH:22]=1)[CH2:14][C:15]([O:17][CH2:18][CH3:19])=[O:16])[C:7]1[CH:12]=[CH:11][CH:10]=[CH:9][CH:8]=1.[CH3:27][CH:28]([CH3:32])[C:29](Cl)=[O:30]. Product: [CH2:20]([N:13]([CH2:6][C:7]1[CH:8]=[CH:9][CH:10]=[CH:11][CH:12]=1)[C@H:14]([C:29](=[O:30])[CH:28]([CH3:32])[CH3:27])[C:15]([O:17][CH2:18][CH3:19])=[O:16])[C:21]1[CH:22]=[CH:23][CH:24]=[CH:25][CH:26]=1. The catalyst class is: 1. (5) Reactant: [CH2:1]([C:5]([CH3:7])=[O:6])[CH:2]([CH3:4])[CH3:3].[C:8]([O:11][CH2:12][CH2:13][CH2:14][CH2:15][CH2:16][CH2:17][CH2:18][CH2:19]CCCC)(=[O:10])[CH3:9].CCCCCCCCCCCCOS([O-])(=O)=O.[Na+]. Product: [CH2:1]([C:5]([CH3:7])=[O:6])[CH:2]([CH3:4])[CH3:3].[C:8]([O:11][CH2:12][CH2:13][CH2:14][CH2:15][CH2:16][CH2:17][CH2:18][CH3:19])(=[O:10])[CH3:9]. The catalyst class is: 11.